From a dataset of Catalyst prediction with 721,799 reactions and 888 catalyst types from USPTO. Predict which catalyst facilitates the given reaction. (1) Reactant: C[O:2][C:3]([C:5]1[N:6]([CH:10]2[C:19]3[C:14](=[CH:15][CH:16]=[CH:17][CH:18]=3)[C:13](=[O:20])[N:12]([CH3:21])[C:11]2([CH3:23])[CH3:22])[CH:7]=[N:8][CH:9]=1)=O.[H-].[Al+3].[Li+].[H-].[H-].[H-]. Product: [OH:2][CH2:3][C:5]1[N:6]([CH:10]2[C:19]3[C:14](=[CH:15][CH:16]=[CH:17][CH:18]=3)[C:13](=[O:20])[N:12]([CH3:21])[C:11]2([CH3:23])[CH3:22])[CH:7]=[N:8][CH:9]=1. The catalyst class is: 1. (2) Reactant: [CH3:1][O:2][CH2:3][NH:4][CH2:5][CH2:6][C:7]([C:9]1[S:10][CH:11]=[CH:12][CH:13]=1)=[O:8].CC(C)([O-])C.[K+].[H][H]. Product: [CH3:1][O:2][CH2:3][NH:4][CH2:5][CH2:6][C@@H:7]([C:9]1[S:10][CH:11]=[CH:12][CH:13]=1)[OH:8]. The catalyst class is: 5. (3) Reactant: [NH2:1][C:2]1[C:3]([C:16]([OH:18])=O)=[N:4][C:5]([C:8]2[C:13]([F:14])=[CH:12][CH:11]=[CH:10][C:9]=2[F:15])=[CH:6][N:7]=1.CN(C(ON1N=NC2C=CC=NC1=2)=[N+](C)C)C.F[P-](F)(F)(F)(F)F.CCN(C(C)C)C(C)C.[C:52]([O:55][CH:56]1[C:60]2=[N:61][CH:62]=[C:63]([NH2:79])[C:64]([N:65]3[CH2:70][CH2:69][CH2:68][C@H:67]([NH:71][C:72]([O:74][C:75]([CH3:78])([CH3:77])[CH3:76])=[O:73])[CH2:66]3)=[C:59]2[CH2:58][CH2:57]1)(=[O:54])[CH3:53]. Product: [C:52]([O:55][CH:56]1[C:60]2=[N:61][CH:62]=[C:63]([NH:79][C:16]([C:3]3[C:2]([NH2:1])=[N:7][CH:6]=[C:5]([C:8]4[C:9]([F:15])=[CH:10][CH:11]=[CH:12][C:13]=4[F:14])[N:4]=3)=[O:18])[C:64]([N:65]3[CH2:70][CH2:69][CH2:68][C@H:67]([NH:71][C:72]([O:74][C:75]([CH3:78])([CH3:77])[CH3:76])=[O:73])[CH2:66]3)=[C:59]2[CH2:58][CH2:57]1)(=[O:54])[CH3:53]. The catalyst class is: 26. (4) Reactant: [Cl:1][C:2]1[CH:7]=[CH:6][C:5]([CH2:8][C@@H:9]([NH:29]C(OC(C)(C)C)=O)[C:10]([N:12]2[CH2:17][CH2:16][CH:15]([C:18]3[CH:23]=[CH:22][CH:21]=[CH:20][C:19]=3[NH:24][S:25]([CH3:28])(=[O:27])=[O:26])[CH2:14][CH2:13]2)=[O:11])=[CH:4][CH:3]=1.Cl. Product: [NH2:29][C@H:9]([CH2:8][C:5]1[CH:4]=[CH:3][C:2]([Cl:1])=[CH:7][CH:6]=1)[C:10]([N:12]1[CH2:17][CH2:16][CH:15]([C:18]2[CH:23]=[CH:22][CH:21]=[CH:20][C:19]=2[NH:24][S:25]([CH3:28])(=[O:26])=[O:27])[CH2:14][CH2:13]1)=[O:11]. The catalyst class is: 25.